Regression. Given two drug SMILES strings and cell line genomic features, predict the synergy score measuring deviation from expected non-interaction effect. From a dataset of NCI-60 drug combinations with 297,098 pairs across 59 cell lines. (1) Drug 1: CC1=C(C=C(C=C1)NC2=NC=CC(=N2)N(C)C3=CC4=NN(C(=C4C=C3)C)C)S(=O)(=O)N.Cl. Drug 2: CC12CCC3C(C1CCC2OP(=O)(O)O)CCC4=C3C=CC(=C4)OC(=O)N(CCCl)CCCl.[Na+]. Cell line: M14. Synergy scores: CSS=2.04, Synergy_ZIP=0.867, Synergy_Bliss=4.41, Synergy_Loewe=0.882, Synergy_HSA=1.12. (2) Synergy scores: CSS=11.8, Synergy_ZIP=-0.881, Synergy_Bliss=0.781, Synergy_Loewe=-0.641, Synergy_HSA=-1.04. Drug 1: C#CCC(CC1=CN=C2C(=N1)C(=NC(=N2)N)N)C3=CC=C(C=C3)C(=O)NC(CCC(=O)O)C(=O)O. Cell line: MALME-3M. Drug 2: CC1=C(C(=O)C2=C(C1=O)N3CC4C(C3(C2COC(=O)N)OC)N4)N. (3) Drug 1: C1CN1C2=NC(=NC(=N2)N3CC3)N4CC4. Drug 2: C1=NC2=C(N1)C(=S)N=C(N2)N. Cell line: COLO 205. Synergy scores: CSS=43.9, Synergy_ZIP=-5.64, Synergy_Bliss=-4.32, Synergy_Loewe=-7.20, Synergy_HSA=-0.358. (4) Drug 1: COC1=CC(=CC(=C1O)OC)C2C3C(COC3=O)C(C4=CC5=C(C=C24)OCO5)OC6C(C(C7C(O6)COC(O7)C8=CC=CS8)O)O. Drug 2: C1CC(=O)NC(=O)C1N2C(=O)C3=CC=CC=C3C2=O. Cell line: SK-OV-3. Synergy scores: CSS=27.9, Synergy_ZIP=-7.59, Synergy_Bliss=0.693, Synergy_Loewe=-40.9, Synergy_HSA=1.56. (5) Drug 1: CN1CCC(CC1)COC2=C(C=C3C(=C2)N=CN=C3NC4=C(C=C(C=C4)Br)F)OC. Drug 2: CCC1=C2CN3C(=CC4=C(C3=O)COC(=O)C4(CC)O)C2=NC5=C1C=C(C=C5)O. Cell line: RPMI-8226. Synergy scores: CSS=30.2, Synergy_ZIP=3.68, Synergy_Bliss=7.85, Synergy_Loewe=-25.9, Synergy_HSA=3.06. (6) Drug 1: CCC1=C2CN3C(=CC4=C(C3=O)COC(=O)C4(CC)O)C2=NC5=C1C=C(C=C5)O. Drug 2: CS(=O)(=O)OCCCCOS(=O)(=O)C. Cell line: SNB-19. Synergy scores: CSS=48.7, Synergy_ZIP=-2.52, Synergy_Bliss=-3.41, Synergy_Loewe=-4.74, Synergy_HSA=-2.42.